Dataset: Forward reaction prediction with 1.9M reactions from USPTO patents (1976-2016). Task: Predict the product of the given reaction. (1) Given the reactants [F:1][C:2]([F:20])([F:19])[C:3]1[N:4]=[C:5]([NH:8][C:9]([C:11]2[C:16]([NH2:17])=[CH:15][CH:14]=[C:13]([CH3:18])[N:12]=2)=[O:10])[S:6][CH:7]=1.Br[C:22]1[CH:23]=[N:24][CH:25]=[CH:26][CH:27]=1, predict the reaction product. The product is: [F:20][C:2]([F:19])([F:1])[C:3]1[N:4]=[C:5]([NH:8][C:9]([C:11]2[C:16]([NH:17][C:22]3[CH:23]=[N:24][CH:25]=[CH:26][CH:27]=3)=[CH:15][CH:14]=[C:13]([CH3:18])[N:12]=2)=[O:10])[S:6][CH:7]=1. (2) Given the reactants [CH:1]([C:4]1[CH:9]=[CH:8][C:7]([C:10]2[O:14][C:13]([C:15]3[CH:20]=[CH:19][CH:18]=[C:17]([C:21]([O:23]C)=[O:22])[CH:16]=3)=[C:12]([C:25]([O:27]C)=[O:26])[CH:11]=2)=[CH:6][CH:5]=1)([CH3:3])[CH3:2].O[Li].O.C(O)(=O)C, predict the reaction product. The product is: [C:21]([C:17]1[CH:16]=[C:15]([C:13]2[O:14][C:10]([C:7]3[CH:6]=[CH:5][C:4]([CH:1]([CH3:3])[CH3:2])=[CH:9][CH:8]=3)=[CH:11][C:12]=2[C:25]([OH:27])=[O:26])[CH:20]=[CH:19][CH:18]=1)([OH:23])=[O:22]. (3) Given the reactants [N+:1]([C:4]1[CH:9]=[CH:8][C:7]([C:10]2[C:18]3[C:17]([NH2:19])=[N:16][CH:15]=[N:14][C:13]=3[S:12][CH:11]=2)=[CH:6][CH:5]=1)([O-])=O.C(O)C, predict the reaction product. The product is: [NH2:1][C:4]1[CH:5]=[CH:6][C:7]([C:10]2[C:18]3[C:17]([NH2:19])=[N:16][CH:15]=[N:14][C:13]=3[S:12][CH:11]=2)=[CH:8][CH:9]=1. (4) Given the reactants [CH:1]1[C:10]2[C:5](=[CH:6][C:7]([C:11]([O:13][CH3:14])=[O:12])=[CH:8][CH:9]=2)[CH:4]=[CH:3][C:2]=1[C:15]([O:17][CH3:18])=[O:16].C(O)[CH2:20][CH2:21][CH2:22][CH2:23][CH2:24][CH2:25][CH2:26][CH2:27][CH2:28][CH2:29][CH2:30][CH2:31][CH2:32][CH2:33][CH2:34][CH2:35][CH3:36].CO, predict the reaction product. The product is: [CH:6]1[C:5]2[C:10](=[CH:1][C:2]([C:15]([O:17][CH2:18][CH2:36][CH2:35][CH2:34][CH2:33][CH2:32][CH2:31][CH2:30][CH2:29][CH2:28][CH2:27][CH2:26][CH2:25][CH2:24][CH2:23][CH2:22][CH2:21][CH3:20])=[O:16])=[CH:3][CH:4]=2)[CH:9]=[CH:8][C:7]=1[C:11]([O:13][CH2:14][CH2:36][CH2:35][CH2:34][CH2:33][CH2:32][CH2:31][CH2:30][CH2:29][CH2:28][CH2:27][CH2:26][CH2:25][CH2:24][CH2:23][CH2:22][CH2:21][CH3:20])=[O:12].